Task: Predict the reactants needed to synthesize the given product.. Dataset: Full USPTO retrosynthesis dataset with 1.9M reactions from patents (1976-2016) (1) Given the product [C:1]1([P:7]([C:9]2[CH:14]=[CH:13][CH:12]=[CH:11][CH:10]=2)([N:16]2[CH2:21][CH2:20][CH:19]([CH2:22][CH2:23][CH2:24][CH2:25][NH:26][C:27](=[O:36])[CH2:28][CH2:29][C:30]3[CH:31]=[N:32][CH:33]=[CH:34][CH:35]=3)[CH2:18][CH2:17]2)=[O:8])[CH:6]=[CH:5][CH:4]=[CH:3][CH:2]=1, predict the reactants needed to synthesize it. The reactants are: [C:1]1([P:7](Cl)([C:9]2[CH:14]=[CH:13][CH:12]=[CH:11][CH:10]=2)=[O:8])[CH:6]=[CH:5][CH:4]=[CH:3][CH:2]=1.[NH:16]1[CH2:21][CH2:20][CH:19]([CH2:22][CH2:23][CH2:24][CH2:25][NH:26][C:27](=[O:36])[CH2:28][CH2:29][C:30]2[CH:31]=[N:32][CH:33]=[CH:34][CH:35]=2)[CH2:18][CH2:17]1. (2) Given the product [CH2:1]([O:3][C:4]([C:6]1([NH:11][C:12]([CH:14]2[CH2:18][CH:17]([O:19][C:20]3[C:29]4[C:24](=[CH:25][C:26]([O:30][CH3:31])=[CH:27][CH:28]=4)[N:23]=[C:22]([C:32]4[CH:33]=[CH:34][CH:35]=[CH:36][CH:37]=4)[CH:21]=3)[CH2:16][N:15]2[C:44](=[O:45])[CH:43]([NH:42][C:40]([O:39][CH3:38])=[O:41])[C:47]([CH3:50])([CH3:49])[CH3:48])=[O:13])[CH2:8][CH:7]1[CH:9]=[CH2:10])=[O:5])[CH3:2], predict the reactants needed to synthesize it. The reactants are: [CH2:1]([O:3][C:4]([C:6]1([NH:11][C:12]([CH:14]2[CH2:18][CH:17]([O:19][C:20]3[C:29]4[C:24](=[CH:25][C:26]([O:30][CH3:31])=[CH:27][CH:28]=4)[N:23]=[C:22]([C:32]4[CH:37]=[CH:36][CH:35]=[CH:34][CH:33]=4)[CH:21]=3)[CH2:16][NH:15]2)=[O:13])[CH2:8][CH:7]1[CH:9]=[CH2:10])=[O:5])[CH3:2].[CH3:38][O:39][C:40]([NH:42][CH:43]([C:47]([CH3:50])([CH3:49])[CH3:48])[C:44](O)=[O:45])=[O:41].CCN(C(C)C)C(C)C.C1C=CC2N(O)N=NC=2C=1.CN(C(ON1N=NC2C=CC=CC1=2)=[N+](C)C)C.F[P-](F)(F)(F)(F)F. (3) Given the product [CH3:26][O:25][C:23](=[O:24])[CH:22]([NH:1][CH2:2][CH:3]1[CH2:6][CH2:5][N:4]1[C:7]([O:9][C:10]([CH3:13])([CH3:12])[CH3:11])=[O:8])[CH2:27][CH3:28], predict the reactants needed to synthesize it. The reactants are: [NH2:1][CH2:2][CH:3]1[CH2:6][CH2:5][N:4]1[C:7]([O:9][C:10]([CH3:13])([CH3:12])[CH3:11])=[O:8].C(N(CC)CC)C.Br[CH:22]([CH2:27][CH3:28])[C:23]([O:25][CH3:26])=[O:24].O. (4) Given the product [Cl:1][C:2]1[CH:7]=[CH:6][C:5]([C:2]2=[C:3]([CH:11]=[O:14])[CH2:4][CH2:5][O:17][CH2:6][CH2:7]2)=[CH:4][CH:3]=1, predict the reactants needed to synthesize it. The reactants are: [Cl:1][C:2]1[CH:7]=[CH:6][C:5](B(O)O)=[CH:4][CH:3]=1.[C:11]([O-:14])([O-])=O.[K+].[K+].[OH2:17]. (5) Given the product [Br-:21].[O:24]=[C:23]([C:25]1[CH:30]=[CH:29][N:28]=[CH:27][CH:26]=1)[CH2:22][P+:7]([C:1]1[CH:2]=[CH:3][CH:4]=[CH:5][CH:6]=1)([C:8]1[CH:13]=[CH:12][CH:11]=[CH:10][CH:9]=1)[C:14]1[CH:15]=[CH:16][CH:17]=[CH:18][CH:19]=1, predict the reactants needed to synthesize it. The reactants are: [C:1]1([P:7]([C:14]2[CH:19]=[CH:18][CH:17]=[CH:16][CH:15]=2)[C:8]2[CH:13]=[CH:12][CH:11]=[CH:10][CH:9]=2)[CH:6]=[CH:5][CH:4]=[CH:3][CH:2]=1.Br.[Br:21][CH2:22][C:23]([C:25]1[CH:30]=[CH:29][N:28]=[CH:27][CH:26]=1)=[O:24].C(N(CC)CC)C. (6) The reactants are: C(OC([N:8]1[CH2:13][CH2:12][CH2:11][CH:10]([NH:14][C:15]2[N:20]=[C:19]([NH2:21])[C:18]([C:22](=[O:31])[C:23]3[CH:28]=[CH:27][CH:26]=[CH:25][C:24]=3[O:29][CH3:30])=[CH:17][N:16]=2)[CH2:9]1)=O)(C)(C)C.[F:32][C:33]([F:38])([F:37])[C:34]([OH:36])=[O:35]. Given the product [NH2:21][C:19]1[C:18]([C:22]([C:23]2[CH:28]=[CH:27][CH:26]=[CH:25][C:24]=2[O:29][CH3:30])=[O:31])=[CH:17][N:16]=[C:15]([NH:14][CH:10]2[CH2:11][CH2:12][CH2:13][NH:8][CH2:9]2)[N:20]=1.[F:32][C:33]([F:38])([F:37])[C:34]([OH:36])=[O:35], predict the reactants needed to synthesize it. (7) Given the product [O:1]=[C:2]1[CH:7]=[C:6]([C:8]2[CH:9]=[N:10][C:11]3[N:12]([N:14]=[CH:15][C:16]=3[C:17]3[CH:18]=[C:19]([C:22]([NH:24][CH2:25][C:26]([F:28])([F:27])[F:29])=[O:23])[S:20][CH:21]=3)[CH:13]=2)[CH:5]=[CH:4][N:3]1[CH2:32][CH2:33][N:34]1[CH2:39][CH2:38][CH2:37][CH2:36][CH2:35]1, predict the reactants needed to synthesize it. The reactants are: [O:1]=[C:2]1[CH:7]=[C:6]([C:8]2[CH:9]=[N:10][C:11]3[N:12]([N:14]=[CH:15][C:16]=3[C:17]3[CH:18]=[C:19]([C:22]([NH:24][CH2:25][C:26]([F:29])([F:28])[F:27])=[O:23])[S:20][CH:21]=3)[CH:13]=2)[CH:5]=[CH:4][NH:3]1.Cl.Cl[CH2:32][CH2:33][N:34]1[CH2:39][CH2:38][CH2:37][CH2:36][CH2:35]1.C([O-])([O-])=O.[Cs+].[Cs+].[Na+].[I-]. (8) Given the product [Na:1].[CH2:56]([C:49]1([CH2:47][CH3:48])[O:53][CH:52]([CH2:54][O:55][C:17]2[CH:22]=[CH:21][N:20]=[C:19]([CH2:23][S:24]([C:26]3[NH:30][C:29]4[CH:31]=[CH:32][CH:33]=[CH:34][C:28]=4[N:27]=3)=[O:25])[C:18]=2[CH3:35])[CH2:51][O:50]1)[CH3:57], predict the reactants needed to synthesize it. The reactants are: [Na:1].C(C1(CCO[C:17]2[CH:22]=[CH:21][N:20]=[C:19]([CH2:23][S:24]([C:26]3[NH:30][C:29]4[CH:31]=[CH:32][CH:33]=[CH:34][C:28]=4[N:27]=3)=[O:25])[C:18]=2[CH3:35])OCC2(OCCO2)CO1)C.ClC1C=CC=C(C(OO)=O)C=1.[CH2:47]([C:49]1([CH2:56][CH3:57])[O:53][CH:52]([CH2:54][OH:55])[CH2:51][O:50]1)[CH3:48]. (9) Given the product [ClH:26].[ClH:26].[NH2:7][CH2:8][C:9]1[CH:10]=[CH:11][C:12]([C:15]([NH:16][CH2:17][CH2:18][N:19]2[CH2:23][CH2:22][CH2:21][CH2:20]2)=[O:24])=[CH:13][CH:14]=1, predict the reactants needed to synthesize it. The reactants are: C(OC(=O)[NH:7][CH2:8][C:9]1[CH:14]=[CH:13][C:12]([C:15](=[O:24])[NH:16][CH2:17][CH2:18][N:19]2[CH2:23][CH2:22][CH2:21][CH2:20]2)=[CH:11][CH:10]=1)(C)(C)C.[ClH:26]. (10) Given the product [Cl:33][CH2:34][CH2:35][N:13]1[CH2:12][CH2:11][C:10]2[CH:16]=[CH:17][C:7]([C:6]3[N:2]([CH3:1])[N:3]=[C:4]([CH3:18])[CH:5]=3)=[CH:8][C:9]=2[CH2:15][CH2:14]1, predict the reactants needed to synthesize it. The reactants are: [CH3:1][N:2]1[C:6]([C:7]2[CH:17]=[CH:16][C:10]3[CH2:11][CH2:12][NH:13][CH2:14][CH2:15][C:9]=3[CH:8]=2)=[CH:5][C:4]([CH3:18])=[N:3]1.C(O[BH-](OC(=O)C)OC(=O)C)(=O)C.[Na+].[Cl:33][CH2:34][CH2:35]Cl.